From a dataset of Catalyst prediction with 721,799 reactions and 888 catalyst types from USPTO. Predict which catalyst facilitates the given reaction. (1) Reactant: [Cl:1][C:2]1[C:9]([CH3:10])=[C:8]([NH:11][C@@H:12]([C:16]2[O:17][C:18]([C:21]3[CH:26]=[CH:25][C:24]([F:27])=[C:23]([OH:28])[CH:22]=3)=[N:19][N:20]=2)[C@H:13]([OH:15])[CH3:14])[CH:7]=[CH:6][C:3]=1[C:4]#[N:5].[CH3:29][CH2:30][CH2:31][C:32](Cl)=[O:33]. Product: [C:32]([O:28][C:23]1[CH:22]=[C:21]([C:18]2[O:17][C:16]([C@H:12]([NH:11][C:8]3[CH:7]=[CH:6][C:3]([C:4]#[N:5])=[C:2]([Cl:1])[C:9]=3[CH3:10])[C@H:13]([O:15][C:16](=[O:17])[CH2:12][CH2:13][CH3:14])[CH3:14])=[N:20][N:19]=2)[CH:26]=[CH:25][C:24]=1[F:27])(=[O:33])[CH2:31][CH2:30][CH3:29]. The catalyst class is: 298. (2) Reactant: [CH:1]1([C:4]2[CH:12]=[C:11]([C:13]([F:16])([F:15])[F:14])[CH:10]=[CH:9][C:5]=2[C:6]([OH:8])=O)[CH2:3][CH2:2]1.C(N(CC)C(C)C)(C)C.F[P-](F)(F)(F)(F)F.N1(OC(N(C)C)=[N+](C)C)C2N=CC=CC=2N=N1.Cl.Cl.[N:52]1([CH:57]2[CH2:62][CH2:61][O:60][CH2:59][CH:58]2[NH2:63])[CH2:56][CH2:55][CH2:54][CH2:53]1. Product: [CH:1]1([C:4]2[CH:12]=[C:11]([C:13]([F:16])([F:15])[F:14])[CH:10]=[CH:9][C:5]=2[C:6]([NH:63][CH:58]2[CH:57]([N:52]3[CH2:53][CH2:54][CH2:55][CH2:56]3)[CH2:62][CH2:61][O:60][CH2:59]2)=[O:8])[CH2:2][CH2:3]1. The catalyst class is: 9.